Task: Regression. Given two drug SMILES strings and cell line genomic features, predict the synergy score measuring deviation from expected non-interaction effect.. Dataset: NCI-60 drug combinations with 297,098 pairs across 59 cell lines (1) Drug 1: C1=CC(=C2C(=C1NCCNCCO)C(=O)C3=C(C=CC(=C3C2=O)O)O)NCCNCCO. Drug 2: CC12CCC3C(C1CCC2O)C(CC4=C3C=CC(=C4)O)CCCCCCCCCS(=O)CCCC(C(F)(F)F)(F)F. Cell line: HOP-62. Synergy scores: CSS=54.4, Synergy_ZIP=6.36, Synergy_Bliss=6.91, Synergy_Loewe=-19.4, Synergy_HSA=7.36. (2) Drug 1: C1=CC=C(C=C1)NC(=O)CCCCCCC(=O)NO. Drug 2: COC1=C2C(=CC3=C1OC=C3)C=CC(=O)O2. Cell line: UACC-257. Synergy scores: CSS=16.3, Synergy_ZIP=-5.20, Synergy_Bliss=0.986, Synergy_Loewe=-19.5, Synergy_HSA=-1.32. (3) Drug 1: CC1=C(C(CCC1)(C)C)C=CC(=CC=CC(=CC(=O)O)C)C. Drug 2: C(CC(=O)O)C(=O)CN.Cl. Cell line: HCT116. Synergy scores: CSS=-2.11, Synergy_ZIP=3.15, Synergy_Bliss=-0.359, Synergy_Loewe=-0.947, Synergy_HSA=-4.88.